This data is from Catalyst prediction with 721,799 reactions and 888 catalyst types from USPTO. The task is: Predict which catalyst facilitates the given reaction. (1) Reactant: C[O:2][C:3]([C:5]1[N:6]=[N:7][N:8]([CH2:10][CH2:11][CH2:12][NH:13][C:14](=[O:27])[C:15]2[CH:20]=[CH:19][C:18]([C:21]([F:24])([F:23])[F:22])=[CH:17][C:16]=2[O:25][CH3:26])[CH:9]=1)=[O:4].[OH-].[Na+]. Product: [CH3:26][O:25][C:16]1[CH:17]=[C:18]([C:21]([F:23])([F:24])[F:22])[CH:19]=[CH:20][C:15]=1[C:14]([NH:13][CH2:12][CH2:11][CH2:10][N:8]1[CH:9]=[C:5]([C:3]([OH:4])=[O:2])[N:6]=[N:7]1)=[O:27]. The catalyst class is: 5. (2) Product: [CH3:21][O:22][C:23]1[CH:31]=[CH:30][C:29]2[CH:28]([CH3:27])[CH:5]3[CH2:6][NH:2][CH2:3][CH:4]3[C:25]=2[CH:24]=1. The catalyst class is: 53. Reactant: Br[N:2]1[C:6](=O)[CH2:5][CH2:4][C:3]1=O.N(C(C)(C)C#N)=NC(C)(C)C#N.[CH3:21][O:22][C:23]1[CH:24]=[C:25]2[C:29](=[CH:30][CH:31]=1)[C:28](=O)[CH2:27]C2. (3) Reactant: [Br:1][C:2]1[CH:7]=[C:6]([O:8]C)[CH:5]=[C:4]([S:10]([CH2:13][CH3:14])(=[O:12])=[O:11])[CH:3]=1.B(Br)(Br)Br. Product: [Br:1][C:2]1[CH:7]=[C:6]([OH:8])[CH:5]=[C:4]([S:10]([CH2:13][CH3:14])(=[O:11])=[O:12])[CH:3]=1. The catalyst class is: 4. (4) Reactant: [CH3:1][O:2][C:3]1[CH:4]=[CH:5][C:6]2[NH:12][C:11](=[O:13])[N:10]([CH:14]3[CH2:19][CH2:18][NH:17][CH2:16][CH2:15]3)[CH2:9][CH2:8][C:7]=2[CH:20]=1.Cl[C:22]1[N:27]=[CH:26][N:25]=[C:24]([C:28]([N:30]2[CH:38]3[CH:33]([CH2:34][CH2:35][CH2:36][CH2:37]3)[CH2:32][CH2:31]2)=[O:29])[CH:23]=1.CCN(C(C)C)C(C)C. Product: [CH3:1][O:2][C:3]1[CH:4]=[CH:5][C:6]2[NH:12][C:11](=[O:13])[N:10]([CH:14]3[CH2:19][CH2:18][N:17]([C:22]4[CH:23]=[C:24]([C:28]([N:30]5[CH:38]6[CH:33]([CH2:34][CH2:35][CH2:36][CH2:37]6)[CH2:32][CH2:31]5)=[O:29])[N:25]=[CH:26][N:27]=4)[CH2:16][CH2:15]3)[CH2:9][CH2:8][C:7]=2[CH:20]=1. The catalyst class is: 3. (5) Reactant: C[O:2][C:3]1[C:12]2[N:11]=[C:10]([NH:13][C:14](=[O:21])[C:15]3[CH:20]=[CH:19][CH:18]=[N:17][CH:16]=3)[N:9]3[CH2:22][CH2:23][N:24]=[C:8]3[C:7]=2[CH:6]=[CH:5][C:4]=1[O:25][CH2:26][CH2:27][CH2:28][N:29]1[CH2:34][CH2:33][O:32][CH2:31][CH2:30]1. Product: [OH:2][C:3]1[C:12]2[N:11]=[C:10]([NH:13][C:14](=[O:21])[C:15]3[CH:20]=[CH:19][CH:18]=[N:17][CH:16]=3)[N:9]3[CH2:22][CH2:23][N:24]=[C:8]3[C:7]=2[CH:6]=[CH:5][C:4]=1[O:25][CH2:26][CH2:27][CH2:28][N:29]1[CH2:30][CH2:31][O:32][CH2:33][CH2:34]1. The catalyst class is: 37. (6) Reactant: [NH2:1][C:2]1[CH:27]=[CH:26][C:5]2=[CH:6][CH:7]=[C:8]3[C:12]([N:11]([C:13]4[CH:18]=[CH:17][CH:16]=[C:15]([S:19]([NH2:22])(=[O:21])=[O:20])[CH:14]=4)[N:10]=[C:9]3[C:23]([NH2:25])=[O:24])=[C:4]2[CH:3]=1.[Cl:28][C:29]1[CH:37]=[CH:36][CH:35]=[CH:34][C:30]=1[C:31](Cl)=[O:32].C(O)C(N)(CO)CO. Product: [NH2:22][S:19]([C:15]1[CH:14]=[C:13]([N:11]2[C:12]3[C:8](=[CH:7][CH:6]=[C:5]4[CH:26]=[CH:27][C:2]([NH:1][C:31](=[O:32])[C:30]5[CH:34]=[CH:35][CH:36]=[CH:37][C:29]=5[Cl:28])=[CH:3][C:4]4=3)[C:9]([C:23]([NH2:25])=[O:24])=[N:10]2)[CH:18]=[CH:17][CH:16]=1)(=[O:21])=[O:20]. The catalyst class is: 17. (7) Reactant: [NH2:1][C:2]1[CH:17]=[CH:16][CH:15]=[C:14]([F:18])[C:3]=1[C:4]([NH:6][C:7]1[CH:12]=[CH:11][CH:10]=[CH:9][C:8]=1[Cl:13])=[O:5].[Cl:19][CH2:20][C:21](Cl)=O. Product: [Cl:19][CH2:20][C:21]1[N:6]([C:7]2[CH:12]=[CH:11][CH:10]=[CH:9][C:8]=2[Cl:13])[C:4](=[O:5])[C:3]2[C:2](=[CH:17][CH:16]=[CH:15][C:14]=2[F:18])[N:1]=1. The catalyst class is: 15. (8) Product: [CH3:1][O:2][C:3]1[CH:8]=[CH:7][C:6]([NH:9][S:10]([CH2:18][C:17](=[O:16])[CH3:19])(=[O:12])=[O:11])=[CH:5][CH:4]=1. The catalyst class is: 10. Reactant: [CH3:1][O:2][C:3]1[CH:8]=[CH:7][C:6]([NH:9][S:10](Cl)(=[O:12])=[O:11])=[CH:5][CH:4]=1.C[Si](C)(C)[O:16][C:17]([CH3:19])=[CH2:18].C(N(CC)CC)C.